From a dataset of Catalyst prediction with 721,799 reactions and 888 catalyst types from USPTO. Predict which catalyst facilitates the given reaction. (1) Reactant: [Br:1]P(Br)(C1C=CC=CC=1)(C1C=CC=CC=1)C1C=CC=CC=1.[NH2:22][C:23]1[C:24]([C:30]([NH:32][NH2:33])=[O:31])=[N:25][C:26]([Br:29])=[CH:27][N:28]=1.[CH3:34][C:35]1[CH:43]=[C:42]([CH2:44]O[Si](C(C)C)(C(C)C)C(C)C)[CH:41]=[CH:40][C:36]=1[C:37](O)=O.CCN(C(C)C)C(C)C. Product: [Br:29][C:26]1[N:25]=[C:24]([C:30]2[O:31][C:37]([C:36]3[CH:40]=[CH:41][C:42]([CH2:44][Br:1])=[CH:43][C:35]=3[CH3:34])=[N:33][N:32]=2)[C:23]([NH2:22])=[N:28][CH:27]=1. The catalyst class is: 47. (2) Reactant: Cl.[CH3:2][O:3][C:4](=[O:11])[C@H:5]([CH2:7][CH2:8][S:9][CH3:10])[NH2:6].[CH3:12][N:13]1[CH2:18][CH2:17][N:16]([C:19]2[S:20][CH:21]=[C:22]([C:24]3[CH:29]=[CH:28][C:27]([C:30]4[O:34][C:33](=[O:35])[C:32]5([CH2:40][CH2:39][CH2:38][CH2:37][CH2:36]5)[N:31]=4)=[CH:26][CH:25]=3)[N:23]=2)[CH2:15][CH2:14]1.C(N(CC)C(C)C)(C)C. Product: [CH3:2][O:3][C:4](=[O:11])[C@H:5]([CH2:7][CH2:8][S:9][CH3:10])[NH:6][C:33]([C:32]1([NH:31][C:30]([C:27]2[CH:28]=[CH:29][C:24]([C:22]3[N:23]=[C:19]([N:16]4[CH2:15][CH2:14][N:13]([CH3:12])[CH2:18][CH2:17]4)[S:20][CH:21]=3)=[CH:25][CH:26]=2)=[O:34])[CH2:36][CH2:37][CH2:38][CH2:39][CH2:40]1)=[O:35]. The catalyst class is: 9. (3) Reactant: [N+:1]([C:4]1[CH:9]=[CH:8][C:7]([CH2:10][CH2:11][N:12]2[C:20]3[N:19]=[C:18]([CH2:21][C:22]4[NH:26][N:25]=[N:24][N:23]=4)[NH:17][C:16]=3[C:15](=[O:27])[N:14]([CH2:28][CH2:29][CH3:30])[C:13]2=[O:31])=[CH:6][CH:5]=1)([O-])=O.O.NN.[H][H]. Product: [NH2:1][C:4]1[CH:9]=[CH:8][C:7]([CH2:10][CH2:11][N:12]2[C:20]3[N:19]=[C:18]([CH2:21][C:22]4[NH:26][N:25]=[N:24][N:23]=4)[NH:17][C:16]=3[C:15](=[O:27])[N:14]([CH2:28][CH2:29][CH3:30])[C:13]2=[O:31])=[CH:6][CH:5]=1. The catalyst class is: 45. (4) Product: [Cl:1][C:2]1[N:10]=[CH:9][CH:8]=[CH:7][C:3]=1[C:4]([NH:22][C:23]1[CH:24]=[CH:25][C:26]([CH2:29][CH2:30][C:31]([O:33][CH2:34][CH3:35])=[O:32])=[CH:27][CH:28]=1)=[O:6]. Reactant: [Cl:1][C:2]1[N:10]=[CH:9][CH:8]=[CH:7][C:3]=1[C:4]([OH:6])=O.C(Cl)(=O)C(Cl)=O.CN(C)C=O.[NH2:22][C:23]1[CH:28]=[CH:27][C:26]([CH2:29][CH2:30][C:31]([O:33][CH2:34][CH3:35])=[O:32])=[CH:25][CH:24]=1. The catalyst class is: 236. (5) The catalyst class is: 4. Reactant: [C:1]([O:5][C:6]([N:8]1[CH2:12][C@@H:11]([CH2:13][NH2:14])[CH2:10][C@H:9]1[C:15]([N:17]1[CH2:21][CH2:20][S:19][CH2:18]1)=[O:16])=[O:7])([CH3:4])([CH3:3])[CH3:2].C(N(CC)CC)C.[Cl:29][CH2:30][C:31]1[CH:32]=[C:33]([CH:37]=[CH:38][CH:39]=1)[C:34](Cl)=[O:35]. Product: [C:1]([O:5][C:6]([N:8]1[CH2:12][C@@H:11]([CH2:13][NH:14][C:34](=[O:35])[C:33]2[CH:37]=[CH:38][CH:39]=[C:31]([CH2:30][Cl:29])[CH:32]=2)[CH2:10][C@H:9]1[C:15]([N:17]1[CH2:21][CH2:20][S:19][CH2:18]1)=[O:16])=[O:7])([CH3:4])([CH3:2])[CH3:3].